This data is from KCNQ2 potassium channel screen with 302,405 compounds. The task is: Binary Classification. Given a drug SMILES string, predict its activity (active/inactive) in a high-throughput screening assay against a specified biological target. The molecule is Clc1cc(N2CCNCC2)ccc1. The result is 0 (inactive).